This data is from Full USPTO retrosynthesis dataset with 1.9M reactions from patents (1976-2016). The task is: Predict the reactants needed to synthesize the given product. Given the product [CH2:1]([C:3]1[CH:4]=[C:5]([C:9]2[N:14]=[CH:13][C:12]3[CH:15]=[N:16][NH:17][C:11]=3[CH:10]=2)[CH:6]=[N:7][CH:8]=1)[CH3:2], predict the reactants needed to synthesize it. The reactants are: [CH2:1]([C:3]1[CH:4]=[C:5]([C:9]2[N:14]=[CH:13][C:12]3[CH:15]=[N:16][N:17](COCC[Si](C)(C)C)[C:11]=3[CH:10]=2)[CH:6]=[N:7][CH:8]=1)[CH3:2].C1(OC)C=CC=CC=1.O1CCOCC1.